This data is from Reaction yield outcomes from USPTO patents with 853,638 reactions. The task is: Predict the reaction yield, written as a fraction of the theoretical maximum amount of product (1.0 means a 100% yield; for example, 0.34 means a 34% yield). The reactants are Br[C:2]1[CH:7]=[CH:6][C:5]([C:8]2[N:12]([CH2:13][C@@H:14]3[CH2:18][CH2:17][N:16]([C:19]([CH:21]4[CH2:23][CH2:22]4)=[O:20])[CH2:15]3)[CH:11]=[N:10][N:9]=2)=[CH:4][CH:3]=1.CC1(C)C(C)(C)OB([C:32]2[CH:33]=[CH:34][C:35]3[O:39][CH:38]=[CH:37][C:36]=3[CH:40]=2)O1. The catalyst is O1CCOCC1.C([O-])([O-])=O.[K+].[K+].C1C=CC(P(C2C=CC=CC=2)[C-]2C=CC=C2)=CC=1.C1C=CC(P(C2C=CC=CC=2)[C-]2C=CC=C2)=CC=1.Cl[Pd]Cl.[Fe+2]. The product is [O:39]1[C:35]2[CH:34]=[CH:33][C:32]([C:2]3[CH:7]=[CH:6][C:5]([C:8]4[N:12]([CH2:13][C@@H:14]5[CH2:18][CH2:17][N:16]([C:19]([CH:21]6[CH2:23][CH2:22]6)=[O:20])[CH2:15]5)[CH:11]=[N:10][N:9]=4)=[CH:4][CH:3]=3)=[CH:40][C:36]=2[CH:37]=[CH:38]1. The yield is 0.350.